The task is: Regression. Given a target protein amino acid sequence and a drug SMILES string, predict the binding affinity score between them. We predict pIC50 (pIC50 = -log10(IC50 in M); higher means more potent). Dataset: bindingdb_ic50.. This data is from Drug-target binding data from BindingDB using IC50 measurements. (1) The drug is CC(C)(C)c1cc(=O)cc(N2CCOCC2)s1. The target protein sequence is MAGSGAGVRCSLLRLQETLSAADRCGAALAGHQLIRGLGQECVLSSSPAVLALQTSLVFSRDFGLLVFVRKSLNSIEFRECREEILKFLCIFLEKMGQKIAPYSVEIKNTCTSVYTKDRAAKCKIPALDLLIKLLQTFRSSRLMDEFKIGELFSKFYGELALKKKIPDTVLEKVYELLGLLGEVHPSEMINNAENLFRAFLGELKTQMTSAVREPKLPVLAGCLKGLSSLLCNFTKSMEEDPQTSREIFNFVLKAIRPQIDLKRYAVPSAGLRLFALHASQFSTCLLDNYVSLFEVLLKWCAHTNVELKKAALSALESFLKQVSNMVAKNAEMHKNKLQYFMEQFYGIIRNVDSNNKELSIAIRGYGLFAGPCKVINAKDVDFMYVELIQRCKQMFLTQTDTGDDRVYQMPSFLQSVASVLLYLDTVPEVYTPVLEHLVVMQIDSFPQYSPKMQLVCCRAIVKVFLALAAKGPVLRNCISTVVHQGLIRICSKPVVLPKG.... The pIC50 is 6.0. (2) The drug is O=C(Nc1cc[nH]c(=O)c1)c1ccc(C(F)(F)F)cc1OC1C[C@H]2CCC1C2. The target protein (Q62968) has sequence MELPFASVGTTNFRRFTPESLAEIEKQIAAHRAAKKARTKHRGQEDKGEKPRPQLDLKACNQLPKFYGELPAELVGEPLEDLDPFYSTHRTFMVLNKSRTISRFSATWALWLFSPFNLIRRTAIKVSVHSWFSIFITITILVNCVCMTRTDLPEKVEYVFTVIYTFEALIKILARGFCLNEFTYLRDPWNWLDFSVITLAYVGAAIDLRGISGLRTFRVLRALKTVSVIPGLKVIVGALIHSVRKLADVTILTVFCLSVFALVGLQLFKGNLKNKCIRNGTDPHKADNLSSEMAEYIFIKPGTTDPLLCGNGSDAGHCPGGYVCLKTPDNPDFNYTSFDSFAWAFLSLFRLMTQDSWERLYQQTLRASGKMYMVFFVLVIFLGSFYLVNLILAVVTMAYEEQSQATIAEIEAKEKKFQEALEVLQKEQEVLAALGIDTTSLQSHSGSPLASKNANERRPRVKSRVSEGSTDDNRSPQSDPYNQRRMSFLGLSSGRRRASH.... The pIC50 is 6.1. (3) The small molecule is CSCC[C@H](N)C(=O)N[C@@H](C)C(=O)N[C@@H](CCC(N)=O)C(=O)N[C@@H](CCCNC(=N)N)C(=O)NCC(=O)NCC(=O)N[C@@H](C)C(=O)N[C@@H](CCCNC(=N)N)C(=O)N[C@@H](CCCNC(=N)N)C(=O)N1CCC[C@H]1C(=O)N[C@@H](CCCNC(=N)N)C(=O)NCC(=O)N[C@@H](CC(=O)O)C(=O)N[C@@H](CCCNC(=N)N)C(=O)N[C@@H](CCC(=O)O)C(=O)N[C@@H](CCCNC(=N)N)C(=O)N[C@@H](CC(C)C)C(=O)NCC(=O)N[C@@H](CO)C(=O)N[C@@H](CCCNC(=N)N)C(=O)O. The target protein sequence is ASSTTSPTEETTQKLTVSHIEGYECQPIFLNVLEAIEPGVVCAGHDNNQPDSFAALLSSLNELGERQLVHVVKWAKALPGFRNLHVDDQMAVIQYSWMGLMVFAMGWRSFTNVNSRMLYFAPDLVFNEYRMHKSRMYSQCVRMRHLSQEFGWLQITPQEFLCMKALLLFSIIPVDGLKNQKFFDELRMNYIKELDRIIACKRKNPTSCSRRFYQLTKLLDSVQPIARELHQFTFDLLIKSHMVSVDFPEMMAEIISVQVPKILSGKVKPIYFHT. The pIC50 is 5.4.